From a dataset of Catalyst prediction with 721,799 reactions and 888 catalyst types from USPTO. Predict which catalyst facilitates the given reaction. (1) Reactant: [Cl:1][C:2]1[CH:7]=[CH:6][C:5]([CH2:8][C:9]2[C:18]3[C:13](=[CH:14][CH:15]=[CH:16][CH:17]=3)[C:12](=[O:19])[N:11]([CH2:20][C@H:21]3[CH2:25][CH2:24][CH2:23][NH:22]3)[N:10]=2)=[CH:4][CH:3]=1.CS(O[CH2:31][CH2:32][CH:33]([S:35]([CH2:38][CH3:39])(=[O:37])=[O:36])[CH3:34])(=O)=O.C(=O)([O-])O.[Na+].[I-].[Na+]. Product: [ClH:1].[Cl:1][C:2]1[CH:7]=[CH:6][C:5]([CH2:8][C:9]2[C:18]3[C:13](=[CH:14][CH:15]=[CH:16][CH:17]=3)[C:12](=[O:19])[N:11]([CH2:20][C@H:21]3[CH2:25][CH2:24][CH2:23][N:22]3[CH2:31][CH2:32][CH:33]([S:35]([CH2:38][CH3:39])(=[O:37])=[O:36])[CH3:34])[N:10]=2)=[CH:4][CH:3]=1. The catalyst class is: 121. (2) Reactant: [C:1]([O:7][CH3:8])(=[O:6])[CH2:2][C:3]([CH3:5])=O.[CH3:9][NH2:10]. Product: [CH3:9][NH:10][C:3]([CH3:5])=[CH:2][C:1]([O:7][CH3:8])=[O:6]. The catalyst class is: 6.